Dataset: Reaction yield outcomes from USPTO patents with 853,638 reactions. Task: Predict the reaction yield, written as a fraction of the theoretical maximum amount of product (1.0 means a 100% yield; for example, 0.34 means a 34% yield). (1) The reactants are [NH2:1][C:2]1[S:6][N:5]=[C:4]([CH3:7])[C:3]=1[C:8]#[N:9].[C:10](Cl)(=[O:15])[CH2:11][CH:12]([CH3:14])[CH3:13]. The catalyst is N1C=CC=CC=1.C(Cl)(Cl)Cl. The product is [C:8]([C:3]1[C:4]([CH3:7])=[N:5][S:6][C:2]=1[NH:1][C:10](=[O:15])[CH2:11][CH:12]([CH3:14])[CH3:13])#[N:9]. The yield is 0.790. (2) The reactants are Br[C:2]1[CH:24]=[CH:23][C:22]([C:25]([F:28])([F:27])[F:26])=[CH:21][C:3]=1[C:4](/[N:6]=[C:7]1/[N:8]([CH2:17][CH2:18][CH2:19][CH3:20])[N:9]([CH3:16])[C:10]([C:12]([CH3:15])([CH3:14])[CH3:13])=[CH:11]/1)=[O:5].C1(P(C2CCCCC2)C2C=CC=CC=2C2C(OC)=CC=CC=2OC)CCCCC1.[Br-].[CH2:59]([O:61][C:62](=[O:66])[CH2:63][CH2:64][Zn+])[CH3:60].CO. The catalyst is O1CCCC1.O.C(OCC)(=O)C.C([O-])(=O)C.[Pd+2].C([O-])(=O)C.C(N(CC)CC)C. The product is [CH2:17]([N:8]1[N:9]([CH3:16])[C:10]([C:12]([CH3:15])([CH3:14])[CH3:13])=[CH:11]/[C:7]/1=[N:6]\[C:4]([C:3]1[CH:21]=[C:22]([C:25]([F:28])([F:27])[F:26])[CH:23]=[CH:24][C:2]=1[CH2:64][CH2:63][C:62]([O:61][CH2:59][CH3:60])=[O:66])=[O:5])[CH2:18][CH2:19][CH3:20]. The yield is 0.980. (3) The reactants are C1(S([N:10]2[C:14]3=[N:15][CH:16]=[CH:17][CH:18]=[C:13]3[CH:12]=[C:11]2[C:19]([C:27]2[CH:32]=[CH:31][C:30]([S:33]([CH3:36])(=[O:35])=[O:34])=[CH:29][CH:28]=2)=[CH:20][CH:21]2[CH2:26][CH2:25][O:24][CH2:23][CH2:22]2)(=O)=O)C=CC=CC=1.[OH-].[Na+]. The catalyst is C(O)C.O1CCCC1.ClCCl. The product is [CH3:36][S:33]([C:30]1[CH:29]=[CH:28][C:27]([C:19]([C:11]2[NH:10][C:14]3=[N:15][CH:16]=[CH:17][CH:18]=[C:13]3[CH:12]=2)=[CH:20][CH:21]2[CH2:22][CH2:23][O:24][CH2:25][CH2:26]2)=[CH:32][CH:31]=1)(=[O:34])=[O:35]. The yield is 0.780. (4) The reactants are [C:1]1([S:7]([C:10]2[S:14][C:13]([S:15](Cl)(=[O:17])=[O:16])=[CH:12][CH:11]=2)(=[O:9])=[O:8])[CH:6]=[CH:5][CH:4]=[CH:3][CH:2]=1.[NH2:19][C:20]1[CH:21]=[C:22]([C:26]2[NH:30][N:29]=[N:28][N:27]=2)[CH:23]=[CH:24][CH:25]=1. No catalyst specified. The product is [C:1]1([S:7]([C:10]2[S:14][C:13]([S:15]([NH:19][C:20]3[CH:25]=[CH:24][CH:23]=[C:22]([C:26]4[NH:30][N:29]=[N:28][N:27]=4)[CH:21]=3)(=[O:17])=[O:16])=[CH:12][CH:11]=2)(=[O:9])=[O:8])[CH:6]=[CH:5][CH:4]=[CH:3][CH:2]=1. The yield is 0.400. (5) The reactants are [OH:1][C@:2]1([C:14]2[S:15][C:16]([C:19]3[CH:24]=[C:23]([N+:25]([O-:27])=[O:26])[CH:22]=[C:21]([CH2:28][OH:29])[CH:20]=3)=[CH:17][N:18]=2)[CH2:7][CH2:6][C@H:5]([C:8]([O:10][CH3:11])=[O:9])[C:4]([CH3:13])([CH3:12])[CH2:3]1.[C:30](Cl)(=[O:32])[CH3:31].C(N(CC)CC)C. The catalyst is ClCCl. The product is [C:30]([O:29][CH2:28][C:21]1[CH:20]=[C:19]([C:16]2[S:15][C:14]([C@@:2]3([OH:1])[CH2:7][CH2:6][C@H:5]([C:8]([O:10][CH3:11])=[O:9])[C:4]([CH3:13])([CH3:12])[CH2:3]3)=[N:18][CH:17]=2)[CH:24]=[C:23]([N+:25]([O-:27])=[O:26])[CH:22]=1)(=[O:32])[CH3:31]. The yield is 0.860. (6) The reactants are [F:1][C:2]([F:23])([F:22])[C@@H:3]1[CH2:8][CH2:7][C@H:6]([O:9][C:10]2[CH:11]=[C:12]3[C:17](=[CH:18][CH:19]=2)[CH:16]=[C:15]([CH:20]=O)[CH:14]=[CH:13]3)[CH2:5][CH2:4]1.Cl.[CH3:25][O:26][C:27]([CH:29]1[CH2:36][CH:35]2[NH:37][CH:31]([CH2:32][CH2:33][CH2:34]2)[CH2:30]1)=[O:28].C(O)(=O)C.C(O[BH-](OC(=O)C)OC(=O)C)(=O)C.[Na+]. The catalyst is C1COCC1. The product is [F:1][C:2]([F:22])([F:23])[C@@H:3]1[CH2:8][CH2:7][C@H:6]([O:9][C:10]2[CH:11]=[C:12]3[C:17](=[CH:18][CH:19]=2)[CH:16]=[C:15]([CH2:20][N:37]2[CH:31]4[CH2:32][CH2:33][CH2:34][CH:35]2[CH2:36][CH:29]([C:27]([O:26][CH3:25])=[O:28])[CH2:30]4)[CH:14]=[CH:13]3)[CH2:5][CH2:4]1. The yield is 0.880. (7) The reactants are I[C:2]1[C:10]2[C:5](=[N:6][CH:7]=[C:8]([C:11]3[CH:12]=[C:13]([O:17]S(C4C=CC(C)=CC=4)(=O)=O)[CH:14]=[CH:15][CH:16]=3)[CH:9]=2)[N:4](S(C2C=CC(C)=CC=2)(=O)=O)[CH:3]=1.C1(C)C=CC=CC=1P(C1C=CC=CC=1C)C1C=CC=CC=1C.C(N(CC)CC)C.[CH:67]([C:69]1[CH:74]=[CH:73][CH:72]=[CH:71][N:70]=1)=[CH2:68]. The catalyst is C([O-])(=O)C.[Pd+2].C([O-])(=O)C.CN(C=O)C. The product is [N:70]1[CH:71]=[CH:72][CH:73]=[CH:74][C:69]=1[CH:67]=[CH:68][C:2]1[C:10]2[C:5](=[N:6][CH:7]=[C:8]([C:11]3[CH:12]=[C:13]([OH:17])[CH:14]=[CH:15][CH:16]=3)[CH:9]=2)[NH:4][CH:3]=1. The yield is 0.350.